This data is from Forward reaction prediction with 1.9M reactions from USPTO patents (1976-2016). The task is: Predict the product of the given reaction. (1) Given the reactants [CH3:1][N:2]1[C:6]([C:7]2[CH:8]=[N:9][CH:10]=[CH:11][CH:12]=2)=[C:5]([CH:13]=O)[CH:4]=[N:3]1.[H-].[Na+].C(OP([CH2:25][C:26]([O:28][CH2:29][CH3:30])=[O:27])(OCC)=O)C.CN(C)C=O, predict the reaction product. The product is: [CH3:1][N:2]1[C:6]([C:7]2[CH:8]=[N:9][CH:10]=[CH:11][CH:12]=2)=[C:5](/[CH:13]=[CH:25]/[C:26]([O:28][CH2:29][CH3:30])=[O:27])[CH:4]=[N:3]1. (2) Given the reactants [F:1][C:2]([F:25])([F:24])[C:3]1[CH:4]=[C:5]([CH:21]=[CH:22][CH:23]=1)[CH2:6][CH:7]1[S:11][C:10](=[N:12][C:13]2[CH:18]=[CH:17][C:16]([CH3:19])=[CH:15][CH:14]=2)[NH:9][C:8]1=[O:20].[C:26](=O)([O-])[O-].[Na+].[Na+].CI, predict the reaction product. The product is: [F:25][C:2]([F:1])([F:24])[C:3]1[CH:4]=[C:5]([CH:21]=[CH:22][CH:23]=1)[CH2:6][CH:7]1[S:11][C:10](=[N:12][C:13]2[CH:14]=[CH:15][C:16]([CH3:19])=[CH:17][CH:18]=2)[N:9]([CH3:26])[C:8]1=[O:20]. (3) Given the reactants [CH2:1]([N:3]([CH2:25][C:26]1[CH:31]=[CH:30][CH:29]=[CH:28][C:27]=1[F:32])[C:4](=[O:24])[CH2:5][C:6]1[CH:23]=[CH:22][C:9]([CH2:10][O:11][C:12]2[CH:21]=[CH:20][CH:19]=[CH:18][C:13]=2[C:14]([O:16]C)=[O:15])=[CH:8][CH:7]=1)[CH3:2].[OH-].[K+], predict the reaction product. The product is: [CH2:1]([N:3]([CH2:25][C:26]1[CH:31]=[CH:30][CH:29]=[CH:28][C:27]=1[F:32])[C:4](=[O:24])[CH2:5][C:6]1[CH:23]=[CH:22][C:9]([CH2:10][O:11][C:12]2[CH:21]=[CH:20][CH:19]=[CH:18][C:13]=2[C:14]([OH:16])=[O:15])=[CH:8][CH:7]=1)[CH3:2].